Dataset: NCI-60 drug combinations with 297,098 pairs across 59 cell lines. Task: Regression. Given two drug SMILES strings and cell line genomic features, predict the synergy score measuring deviation from expected non-interaction effect. (1) Drug 1: COC1=C(C=C2C(=C1)N=CN=C2NC3=CC(=C(C=C3)F)Cl)OCCCN4CCOCC4. Drug 2: CC1=C(N=C(N=C1N)C(CC(=O)N)NCC(C(=O)N)N)C(=O)NC(C(C2=CN=CN2)OC3C(C(C(C(O3)CO)O)O)OC4C(C(C(C(O4)CO)O)OC(=O)N)O)C(=O)NC(C)C(C(C)C(=O)NC(C(C)O)C(=O)NCCC5=NC(=CS5)C6=NC(=CS6)C(=O)NCCC[S+](C)C)O. Cell line: DU-145. Synergy scores: CSS=45.8, Synergy_ZIP=1.51, Synergy_Bliss=3.73, Synergy_Loewe=5.67, Synergy_HSA=6.20. (2) Drug 1: CC(C1=C(C=CC(=C1Cl)F)Cl)OC2=C(N=CC(=C2)C3=CN(N=C3)C4CCNCC4)N. Drug 2: COC1=NC(=NC2=C1N=CN2C3C(C(C(O3)CO)O)O)N. Cell line: SNB-19. Synergy scores: CSS=2.00, Synergy_ZIP=6.54, Synergy_Bliss=2.91, Synergy_Loewe=-5.94, Synergy_HSA=-0.718. (3) Drug 1: CN(C)N=NC1=C(NC=N1)C(=O)N. Drug 2: CN1C2=C(C=C(C=C2)N(CCCl)CCCl)N=C1CCCC(=O)O.Cl. Cell line: A549. Synergy scores: CSS=4.77, Synergy_ZIP=-0.128, Synergy_Bliss=1.87, Synergy_Loewe=-0.993, Synergy_HSA=-0.121.